From a dataset of Catalyst prediction with 721,799 reactions and 888 catalyst types from USPTO. Predict which catalyst facilitates the given reaction. (1) Reactant: Cl[C:2]1[C:11]2[C:6](=[CH:7][C:8]([F:13])=[CH:9][C:10]=2[F:12])[N:5]=[C:4]([C:14]2[CH:19]=[CH:18][CH:17]=[C:16]([O:20][CH3:21])[N:15]=2)[C:3]=1[CH3:22].[O:23]1[CH2:28][CH2:27][N:26]([C:29]2[C:34]([NH2:35])=[CH:33][C:32]([N:36]3[CH2:41][CH2:40][O:39][CH2:38][CH2:37]3)=[CH:31][N:30]=2)[CH2:25][CH2:24]1. The catalyst class is: 11. Product: [N:26]1([C:29]2[C:34]([NH:35][C:2]3[C:11]4[C:6](=[CH:7][C:8]([F:13])=[CH:9][C:10]=4[F:12])[N:5]=[C:4]([C:14]4[CH:19]=[CH:18][CH:17]=[C:16]([O:20][CH3:21])[N:15]=4)[C:3]=3[CH3:22])=[CH:33][C:32]([N:36]3[CH2:37][CH2:38][O:39][CH2:40][CH2:41]3)=[CH:31][N:30]=2)[CH2:25][CH2:24][O:23][CH2:28][CH2:27]1. (2) Reactant: Cl[C:2]1[CH:7]=[C:6]([NH:8][CH2:9][C@@H:10]2[O:15][CH2:14][CH2:13][N:12]([C:16]([O:18][C:19]([CH3:22])([CH3:21])[CH3:20])=[O:17])[CH2:11]2)[C:5]([C:23]([F:26])([F:25])[F:24])=[CH:4][N:3]=1.[NH2:27][C:28]1[CH:33]=[N:32][C:31]([C:34]#[N:35])=[CH:30][N:29]=1.C1(P(C2C=CC=CC=2)C2C=CC3C(=CC=CC=3)C=2C2C3C(=CC=CC=3)C=CC=2P(C2C=CC=CC=2)C2C=CC=CC=2)C=CC=CC=1.C(=O)([O-])[O-].[Cs+].[Cs+]. Product: [C:34]([C:31]1[N:32]=[CH:33][C:28]([NH:27][C:2]2[CH:7]=[C:6]([NH:8][CH2:9][C@@H:10]3[O:15][CH2:14][CH2:13][N:12]([C:16]([O:18][C:19]([CH3:22])([CH3:21])[CH3:20])=[O:17])[CH2:11]3)[C:5]([C:23]([F:26])([F:25])[F:24])=[CH:4][N:3]=2)=[N:29][CH:30]=1)#[N:35]. The catalyst class is: 62. (3) Reactant: C(OC([N:8]1[CH2:13][CH2:12][CH2:11][C@@H:10]([O:14][C:15]2[CH:20]=[CH:19][C:18]([NH:21][C:22]([C:24]3[S:25][C:26]([C:30]4[CH:35]=[CH:34][C:33]([Cl:36])=[CH:32][CH:31]=4)=[CH:27][C:28]=3C)=[O:23])=[CH:17][C:16]=2[O:37][CH3:38])[CH2:9]1)=O)(C)(C)C.[CH2:39]([Li])[CH2:40]CC.CCCCC.CN(C)C=O.C1(C)C=CC(S(O)(=O)=O)=CC=1.[OH-].[Na+]. The catalyst class is: 30. Product: [Cl:36][C:33]1[CH:34]=[CH:35][C:30]([C:26]2[S:25][C:24]3[C:22](=[O:23])[N:21]([C:18]4[CH:19]=[CH:20][C:15]([O:14][C@@H:10]5[CH2:11][CH2:12][CH2:13][NH:8][CH2:9]5)=[C:16]([O:37][CH3:38])[CH:17]=4)[CH:39]=[CH:40][C:28]=3[CH:27]=2)=[CH:31][CH:32]=1. (4) Reactant: C([O:8][C:9]1[CH:10]=[C:11]2[C:16](=[CH:17][C:18]=1[O:19][CH3:20])[N:15]=[CH:14][N:13]=[C:12]2[O:21][C:22]1[CH:23]=[C:24]([CH:26]=[CH:27][CH:28]=1)[NH2:25])C1C=CC=CC=1. Product: [NH2:25][C:24]1[CH:23]=[C:22]([CH:28]=[CH:27][CH:26]=1)[O:21][C:12]1[C:11]2[C:16](=[CH:17][C:18]([O:19][CH3:20])=[C:9]([OH:8])[CH:10]=2)[N:15]=[CH:14][N:13]=1. The catalyst class is: 791. (5) Reactant: [CH3:1][O:2][C:3]([C:5]1[O:6][C:7]2[CH:13]=[CH:12][C:11]([SH:14])=[CH:10][C:8]=2[CH:9]=1)=[O:4].Cl[CH2:16][C:17]1[S:21][C:20]([C:22]2[CH:27]=[CH:26][C:25]([C:28]([F:31])([F:30])[F:29])=[CH:24][CH:23]=2)=[N:19][C:18]=1[CH3:32].C(=O)([O-])[O-].[Cs+].[Cs+]. Product: [CH3:1][O:2][C:3]([C:5]1[O:6][C:7]2[CH:13]=[CH:12][C:11]([S:14][CH2:16][C:17]3[S:21][C:20]([C:22]4[CH:23]=[CH:24][C:25]([C:28]([F:31])([F:29])[F:30])=[CH:26][CH:27]=4)=[N:19][C:18]=3[CH3:32])=[CH:10][C:8]=2[CH:9]=1)=[O:4]. The catalyst class is: 10. (6) Reactant: [CH2:1]([O:8][C:9]1[CH:17]=[C:16]2[C:12]([C:13]([CH:24]([OH:26])[CH3:25])=[N:14][N:15]2[CH:18]2[CH2:23][CH2:22][CH2:21][CH2:20][O:19]2)=[CH:11][CH:10]=1)[C:2]1[CH:7]=[CH:6][CH:5]=[CH:4][CH:3]=1.[H-].[Na+].[CH3:29]I.O. Product: [CH2:1]([O:8][C:9]1[CH:17]=[C:16]2[C:12]([C:13]([CH:24]([O:26][CH3:29])[CH3:25])=[N:14][N:15]2[CH:18]2[CH2:23][CH2:22][CH2:21][CH2:20][O:19]2)=[CH:11][CH:10]=1)[C:2]1[CH:7]=[CH:6][CH:5]=[CH:4][CH:3]=1. The catalyst class is: 3. (7) Reactant: [Cl-].ClC1N(C)CC[NH+]1C.[F:10][C:11]([F:23])([F:22])[S:12]([C:15]1[CH:21]=[CH:20][C:18]([NH2:19])=[CH:17][CH:16]=1)(=[O:14])=[O:13].C(N(CC)CC)C.[CH3:31][O:32][C:33]1[C:34](=[O:57])[C:35]([CH3:56])=[C:36]([CH2:42][C:43]2[CH:51]=[CH:50][C:46]([C:47](O)=[O:48])=[C:45]([O:52][C:53](=[O:55])[CH3:54])[CH:44]=2)[C:37](=[O:41])[C:38]=1[O:39][CH3:40]. Product: [CH3:31][O:32][C:33]1[C:34](=[O:57])[C:35]([CH3:56])=[C:36]([CH2:42][C:43]2[CH:51]=[CH:50][C:46]([C:47]([NH:19][C:18]3[CH:20]=[CH:21][C:15]([S:12]([C:11]([F:22])([F:10])[F:23])(=[O:13])=[O:14])=[CH:16][CH:17]=3)=[O:48])=[C:45]([O:52][C:53](=[O:55])[CH3:54])[CH:44]=2)[C:37](=[O:41])[C:38]=1[O:39][CH3:40]. The catalyst class is: 373.